Dataset: Forward reaction prediction with 1.9M reactions from USPTO patents (1976-2016). Task: Predict the product of the given reaction. (1) Given the reactants [Cl:1][C:2]1[CH:3]=[C:4]([C:33]2[CH:38]=[CH:37][C:36]([C:39]([OH:41])=O)=[CH:35][CH:34]=2)[CH:5]=[C:6]([Cl:32])[C:7]=1[CH2:8][C@@H:9]1[CH2:13][CH2:12][N:11]([N:14]2[CH2:19][CH2:18][CH:17]([O:20][Si:21]([CH:28]([CH3:30])[CH3:29])([CH:25]([CH3:27])[CH3:26])[CH:22]([CH3:24])[CH3:23])[CH2:16][CH2:15]2)[C:10]1=[O:31].C(N1C=CN=C1)(N1C=CN=C1)=O.[NH:54]1[CH2:59][CH2:58][O:57][CH2:56][CH2:55]1.C(OCC)(=O)C, predict the reaction product. The product is: [Cl:32][C:6]1[CH:5]=[C:4]([C:33]2[CH:34]=[CH:35][C:36]([C:39]([N:54]3[CH2:59][CH2:58][O:57][CH2:56][CH2:55]3)=[O:41])=[CH:37][CH:38]=2)[CH:3]=[C:2]([Cl:1])[C:7]=1[CH2:8][C@@H:9]1[CH2:13][CH2:12][N:11]([N:14]2[CH2:15][CH2:16][CH:17]([O:20][Si:21]([CH:25]([CH3:26])[CH3:27])([CH:22]([CH3:24])[CH3:23])[CH:28]([CH3:29])[CH3:30])[CH2:18][CH2:19]2)[C:10]1=[O:31]. (2) The product is: [CH2:1]([O:8][C@H:9]1[C@H:14]([O:15][CH2:16][C:17]2[CH:18]=[CH:19][CH:20]=[CH:21][CH:22]=2)[C@@H:13]([O:23][CH2:24][C:25]2[CH:26]=[CH:27][CH:28]=[CH:29][CH:30]=2)[C@:12]2([C:33]3[CH:38]=[CH:37][C:36]([Cl:39])=[C:35]([CH2:40][C:41]4[CH:46]=[CH:45][C:44]([O:47][CH2:48][CH3:49])=[C:43]([F:50])[CH:42]=4)[CH:34]=3)[O:11][C@@:10]1([CH2:51][OH:52])[CH2:32][O:31]2)[C:2]1[CH:3]=[CH:4][CH:5]=[CH:6][CH:7]=1. Given the reactants [CH2:1]([O:8][C@H:9]1[C@H:14]([O:15][CH2:16][C:17]2[CH:22]=[CH:21][CH:20]=[CH:19][CH:18]=2)[C@@H:13]([O:23][CH2:24][C:25]2[CH:30]=[CH:29][CH:28]=[CH:27][CH:26]=2)[C@@:12]([C:33]2[CH:38]=[CH:37][C:36]([Cl:39])=[C:35]([CH2:40][C:41]3[CH:46]=[CH:45][C:44]([O:47][CH2:48][CH3:49])=[C:43]([F:50])[CH:42]=3)[CH:34]=2)([O:31][CH3:32])[O:11][C:10]1(CO)[CH2:51][OH:52])[C:2]1[CH:7]=[CH:6][CH:5]=[CH:4][CH:3]=1.FC(F)(F)C(O)=O, predict the reaction product. (3) Given the reactants OCCCC[C:6]1([OH:12])[CH2:11][CH2:10][CH2:9][CH2:8][CH2:7]1.[Cr](Cl)([O-])(=O)=[O:14].[NH+]1[CH:23]=[CH:22][CH:21]=[CH:20][CH:19]=1, predict the reaction product. The product is: [CH:19]([CH2:20][CH2:21][CH2:22][CH2:23][C:6]1([OH:12])[CH2:11][CH2:10][CH2:9][CH2:8][CH2:7]1)=[O:14]. (4) Given the reactants Cl.[CH:2]1([N:6]2[CH2:11][CH2:10][N:9]([C:12]([C:14]3[CH:15]=[C:16]4[C:20](=[CH:21][CH:22]=3)[NH:19][C:18]([C:23]([OH:25])=O)=[CH:17]4)=[O:13])[CH2:8][CH2:7]2)[CH2:5][CH2:4][CH2:3]1.F[B-](F)(F)F.N1(OC(N(C)C)=[N+](C)C)C2C=CC=CC=2N=N1.[F:48][C:49]1([F:55])[CH2:54][CH2:53][NH:52][CH2:51][CH2:50]1.C(N(CC)C(C)C)(C)C, predict the reaction product. The product is: [CH:2]1([N:6]2[CH2:7][CH2:8][N:9]([C:12]([C:14]3[CH:15]=[C:16]4[C:20](=[CH:21][CH:22]=3)[NH:19][C:18]([C:23]([N:52]3[CH2:53][CH2:54][C:49]([F:55])([F:48])[CH2:50][CH2:51]3)=[O:25])=[CH:17]4)=[O:13])[CH2:10][CH2:11]2)[CH2:3][CH2:4][CH2:5]1. (5) Given the reactants [F:1][C:2]1[C:3]([CH3:12])=[CH:4][C:5]([OH:11])=[C:6]([C:8](=[O:10])[CH3:9])[CH:7]=1.C(O)(=O)C.[Br:17]N1C(=O)CCC1=O, predict the reaction product. The product is: [Br:17][C:4]1[C:5]([OH:11])=[C:6]([C:8](=[O:10])[CH3:9])[CH:7]=[C:2]([F:1])[C:3]=1[CH3:12]. (6) The product is: [CH:1]1([O:5][C:6]2[CH:7]=[C:8]([OH:12])[CH:9]=[CH:10][CH:11]=2)[CH2:4][CH2:3][CH2:2]1. Given the reactants [CH:1]1([O:5][C:6]2[CH:7]=[C:8]([O:12]C(=O)C)[CH:9]=[CH:10][CH:11]=2)[CH2:4][CH2:3][CH2:2]1.[OH-].[Na+].Cl, predict the reaction product. (7) The product is: [Cl:1][C:2]1[C:7]([NH2:8])=[CH:6][CH:5]=[C:4]([O:11][CH3:12])[N:3]=1. Given the reactants [Cl:1][C:2]1[C:7]([N+:8]([O-])=O)=[CH:6][CH:5]=[C:4]([O:11][CH3:12])[N:3]=1.N([O-])=O.[Na+], predict the reaction product. (8) Given the reactants [Br-].[CH2:2]([Zn+])[CH2:3][CH2:4][CH3:5].Br[C:8]1[CH:9]=[C:10]([CH:13]=[C:14]([F:16])[CH:15]=1)[CH:11]=[O:12], predict the reaction product. The product is: [CH2:2]([C:8]1[CH:9]=[C:10]([CH:13]=[C:14]([F:16])[CH:15]=1)[CH:11]=[O:12])[CH2:3][CH2:4][CH3:5]. (9) Given the reactants [C:1]([O:5][CH:6]([C:11]1[N:16]([CH3:17])[C:15](=[O:18])[C:14]2[NH:19][CH:20]=[CH:21][C:13]=2[C:12]=1[C:22]1[CH:27]=[CH:26][C:25]([CH3:28])=[CH:24][CH:23]=1)[C:7]([O:9][CH3:10])=[O:8])([CH3:4])([CH3:3])[CH3:2].C([O-])([O-])=O.[K+].[K+].CCN(C(C)C)C(C)C.[Cl:44][C:45]1[CH:52]=[CH:51][C:48]([CH2:49]Br)=[CH:47][C:46]=1[F:53], predict the reaction product. The product is: [C:1]([O:5][CH:6]([C:11]1[N:16]([CH3:17])[C:15](=[O:18])[C:14]2[N:19]([CH2:49][C:48]3[CH:51]=[CH:52][C:45]([Cl:44])=[C:46]([F:53])[CH:47]=3)[CH:20]=[CH:21][C:13]=2[C:12]=1[C:22]1[CH:27]=[CH:26][C:25]([CH3:28])=[CH:24][CH:23]=1)[C:7]([O:9][CH3:10])=[O:8])([CH3:4])([CH3:3])[CH3:2]. (10) Given the reactants Cl[C:2]1[N:14]=[C:13]([C:15]2[CH:20]=[C:19]([F:21])[CH:18]=[C:17]([F:22])[CH:16]=2)[CH:12]=[C:11]([C:23]([F:26])([F:25])[F:24])[C:3]=1[C:4]([O:6][C:7]([CH3:10])([CH3:9])[CH3:8])=[O:5].[Br:27][C:28]1[CH:33]=[CH:32][C:31]([OH:34])=[C:30]([F:35])[CH:29]=1.C(=O)([O-])[O-].[K+].[K+], predict the reaction product. The product is: [Br:27][C:28]1[CH:33]=[CH:32][C:31]([O:34][C:2]2[N:14]=[C:13]([C:15]3[CH:20]=[C:19]([F:21])[CH:18]=[C:17]([F:22])[CH:16]=3)[CH:12]=[C:11]([C:23]([F:26])([F:25])[F:24])[C:3]=2[C:4]([O:6][C:7]([CH3:10])([CH3:9])[CH3:8])=[O:5])=[C:30]([F:35])[CH:29]=1.